From a dataset of Forward reaction prediction with 1.9M reactions from USPTO patents (1976-2016). Predict the product of the given reaction. (1) Given the reactants [CH:1]1([CH2:4][O:5][C:6]2[N:11]=[C:10]([C:12]([OH:14])=O)[CH:9]=[CH:8][C:7]=2[CH:15]2[CH2:19][CH2:18][O:17][CH2:16]2)[CH2:3][CH2:2]1.C1(COC2N=C(C(O)=O)C=CC=2C2CCCO2)CC1.[NH2:39][C@@H:40]([CH2:44][CH:45]1[CH2:47][CH2:46]1)[C:41]([NH2:43])=[O:42], predict the reaction product. The product is: [C:41]([C@@H:40]([NH:39][C:12]([C:10]1[CH:9]=[CH:8][C:7]([CH:15]2[CH2:19][CH2:18][O:17][CH2:16]2)=[C:6]([O:5][CH2:4][CH:1]2[CH2:2][CH2:3]2)[N:11]=1)=[O:14])[CH2:44][CH:45]1[CH2:47][CH2:46]1)(=[O:42])[NH2:43]. (2) Given the reactants [NH2:1][C:2]1[CH:7]=[CH:6][C:5]([CH2:8][C:9]([O:11][C:12]([CH3:15])([CH3:14])[CH3:13])=[O:10])=[CH:4][C:3]=1[CH3:16].CCN(CC)CC.[F:24][C:25]1[CH:30]=[CH:29][CH:28]=[CH:27][C:26]=1[N:31]=[C:32]=[O:33], predict the reaction product. The product is: [F:24][C:25]1[CH:30]=[CH:29][CH:28]=[CH:27][C:26]=1[NH:31][C:32](=[O:33])[NH:1][C:2]1[CH:7]=[CH:6][C:5]([CH2:8][C:9]([O:11][C:12]([CH3:13])([CH3:15])[CH3:14])=[O:10])=[CH:4][C:3]=1[CH3:16]. (3) Given the reactants C([O:3][CH2:4][CH2:5][CH2:6][N:7]1[C:12](=[O:13])[C:11]2[C:14]([CH2:27][CH2:28][CH:29]([CH3:31])[CH3:30])=[C:15]([C:18]3[CH:23]=[CH:22][CH:21]=[CH:20][C:19]=3[CH:24]([CH3:26])[CH3:25])[CH:16]=[N:17][C:10]=2[N:9]([CH3:32])[C:8]1=[O:33])=O.O[Li].O, predict the reaction product. The product is: [OH:3][CH2:4][CH2:5][CH2:6][N:7]1[C:12](=[O:13])[C:11]2[C:14]([CH2:27][CH2:28][CH:29]([CH3:31])[CH3:30])=[C:15]([C:18]3[CH:23]=[CH:22][CH:21]=[CH:20][C:19]=3[CH:24]([CH3:26])[CH3:25])[CH:16]=[N:17][C:10]=2[N:9]([CH3:32])[C:8]1=[O:33]. (4) The product is: [C:1]([O:5][C@@H:6]([C:10]1[C:19]([CH3:20])=[CH:18][C:17]2[C:12](=[CH:13][CH:14]=[CH:15][CH:16]=2)[C:11]=1[C:21]1[CH2:26][CH2:25][C:24]2([CH2:28][CH2:27]2)[CH2:23][CH:22]=1)[C:7]([OH:9])=[O:8])([CH3:4])([CH3:2])[CH3:3]. Given the reactants [C:1]([O:5][C@@H:6]([C:10]1[C:19]([CH3:20])=[CH:18][C:17]2[C:12](=[CH:13][CH:14]=[CH:15][CH:16]=2)[C:11]=1[C:21]1[CH2:26][CH2:25][C:24]([CH3:28])([CH3:27])[CH2:23][CH:22]=1)[C:7]([OH:9])=[O:8])([CH3:4])([CH3:3])[CH3:2].CC1(C)C(C)(C)OB(C2CCC3(CC3)CC=2)O1.[OH-].[Li+], predict the reaction product. (5) The product is: [Br:1][C:5]1[CH:4]=[N:3][C:8]2[NH:9][C:10](=[O:14])[CH2:11][CH2:12][CH2:13][C:7]=2[CH:6]=1. Given the reactants [Br:1]Br.[N:3]1[C:8]2[NH:9][C:10](=[O:14])[CH2:11][CH2:12][CH2:13][C:7]=2[CH:6]=[CH:5][CH:4]=1.C([O-])([O-])=O.[K+].[K+], predict the reaction product.